From a dataset of Retrosynthesis with 50K atom-mapped reactions and 10 reaction types from USPTO. Predict the reactants needed to synthesize the given product. (1) Given the product CCCCCCCNC(=O)c1ccc2c(c1)nc(COc1ccccc1)n2Cc1ccc(OC(F)(F)F)cc1, predict the reactants needed to synthesize it. The reactants are: CCCCCCCN.O=C(O)c1ccc2c(c1)nc(COc1ccccc1)n2Cc1ccc(OC(F)(F)F)cc1. (2) Given the product Cc1ncn(-c2cccc(Nc3ncnc4c(-c5cccs5)cccc34)c2)c1C, predict the reactants needed to synthesize it. The reactants are: Cc1ncn(-c2cccc(N)c2)c1C.Clc1ncnc2c(-c3cccs3)cccc12.